From a dataset of Catalyst prediction with 721,799 reactions and 888 catalyst types from USPTO. Predict which catalyst facilitates the given reaction. (1) Reactant: [CH3:1][O:2][C:3]1[CH:11]=[CH:10][C:9]2[N:8]3[CH2:12][CH2:13][NH:14][CH2:15][C:7]3=[CH:6][C:5]=2[CH:4]=1.[Na+].[I-].C([O-])([O-])=O.[K+].[K+].Cl[CH2:25][C:26]([N:28]1[CH2:33][CH2:32][N:31]([CH:34]2[CH2:37][CH2:36][CH2:35]2)[CH2:30][CH2:29]1)=[O:27]. Product: [CH:34]1([N:31]2[CH2:32][CH2:33][N:28]([C:26](=[O:27])[CH2:25][N:14]3[CH2:13][CH2:12][N:8]4[C:9]5[CH:10]=[CH:11][C:3]([O:2][CH3:1])=[CH:4][C:5]=5[CH:6]=[C:7]4[CH2:15]3)[CH2:29][CH2:30]2)[CH2:37][CH2:36][CH2:35]1. The catalyst class is: 291. (2) Reactant: Br[CH2:2][CH2:3][CH2:4][CH:5]=[CH2:6].C([O-])([O-])=O.[K+].[K+].[C:13]1(=[O:23])[NH:17][C:16](=[O:18])[C:15]2=[CH:19][CH:20]=[CH:21][CH:22]=[C:14]12.[K].O. Product: [CH2:2]([N:17]1[C:13](=[O:23])[C:14]2[C:15](=[CH:19][CH:20]=[CH:21][CH:22]=2)[C:16]1=[O:18])[CH2:3][CH2:4][CH:5]=[CH2:6]. The catalyst class is: 3. (3) Reactant: Br[C:2]1[CH:7]=[CH:6][C:5]([Cl:8])=[C:4]([CH:9]([F:11])[CH3:10])[CH:3]=1.C([Li])CCC.C(O[B:21]1[O:25][C:24]([CH3:27])([CH3:26])[C:23]([CH3:29])([CH3:28])[O:22]1)(C)C.Cl. Product: [Cl:8][C:5]1[CH:6]=[CH:7][C:2]([B:21]2[O:25][C:24]([CH3:27])([CH3:26])[C:23]([CH3:29])([CH3:28])[O:22]2)=[CH:3][C:4]=1[CH:9]([F:11])[CH3:10]. The catalyst class is: 280.